Dataset: Catalyst prediction with 721,799 reactions and 888 catalyst types from USPTO. Task: Predict which catalyst facilitates the given reaction. (1) Reactant: [CH3:1][C:2]([CH3:46])([CH3:45])[CH2:3][O:4][C:5](=[O:44])[N:6]=[C:7]([NH2:43])[C:8]1[CH:13]=[CH:12][C:11]([NH:14][CH:15]([C:29]2[N:33]=[C:32]([O:34][CH2:35]Cl)[N:31]([C:37]3[N:42]=[CH:41][CH:40]=[CH:39][N:38]=3)[N:30]=2)[C:16]2[CH:21]=[C:20]([O:22][CH3:23])[CH:19]=[C:18]([O:24][CH2:25][CH2:26][OH:27])[C:17]=2[F:28])=[CH:10][CH:9]=1.C(=O)([O-])O.[K+].[CH2:52]([CH:54]([CH2:58][CH3:59])[C:55]([OH:57])=[O:56])[CH3:53].[I-].[Na+].[Cl-].[NH4+]. Product: [NH2:43][C:7](=[N:6][C:5]([O:4][CH2:3][C:2]([CH3:46])([CH3:45])[CH3:1])=[O:44])[C:8]1[CH:13]=[CH:12][C:11]([NH:14][CH:15]([C:16]2[CH:21]=[C:20]([O:22][CH3:23])[CH:19]=[C:18]([O:24][CH2:25][CH2:26][OH:27])[C:17]=2[F:28])[C:29]2[N:33]=[C:32]([O:34][CH2:35][O:57][C:55](=[O:56])[CH:54]([CH2:58][CH3:59])[CH2:52][CH3:53])[N:31]([C:37]3[N:42]=[CH:41][CH:40]=[CH:39][N:38]=3)[N:30]=2)=[CH:10][CH:9]=1. The catalyst class is: 3. (2) Reactant: [C:1]([O:5][C:6]([N:8]1[CH2:13][CH2:12][N:11](C(OCC2C=CC=CC=2)=O)[CH2:10][CH:9]1[C:24](=[O:28])[NH:25][O:26][CH3:27])=[O:7])([CH3:4])([CH3:3])[CH3:2].[H][H]. Product: [C:1]([O:5][C:6]([N:8]1[CH2:13][CH2:12][NH:11][CH2:10][CH:9]1[C:24](=[O:28])[NH:25][O:26][CH3:27])=[O:7])([CH3:4])([CH3:3])[CH3:2]. The catalyst class is: 43.